This data is from Full USPTO retrosynthesis dataset with 1.9M reactions from patents (1976-2016). The task is: Predict the reactants needed to synthesize the given product. (1) Given the product [N:36]1[C:37]2[C:42](=[CH:41][CH:40]=[CH:39][CH:38]=2)[CH:43]=[C:34]([N:29]2[CH2:30][CH2:31][C:23]3([C:22](=[O:32])[N:21]([CH2:20][C:13]4[C:14]5[C:19](=[CH:18][CH:17]=[CH:16][CH:15]=5)[N:11]([S:1]([C:4]5[CH:10]=[CH:9][C:7]([CH3:8])=[CH:6][CH:5]=5)(=[O:2])=[O:3])[CH:12]=4)[CH2:26][CH2:25][CH2:24]3)[CH2:27][CH2:28]2)[CH:35]=1, predict the reactants needed to synthesize it. The reactants are: [S:1]([N:11]1[C:19]2[C:14](=[CH:15][CH:16]=[CH:17][CH:18]=2)[C:13]([CH2:20][N:21]2[CH2:26][CH2:25][CH2:24][C:23]3([CH2:31][CH2:30][NH:29][CH2:28][CH2:27]3)[C:22]2=[O:32])=[CH:12]1)([C:4]1[CH:10]=[CH:9][C:7]([CH3:8])=[CH:6][CH:5]=1)(=[O:3])=[O:2].Br[C:34]1[CH:35]=[N:36][C:37]2[C:42]([CH:43]=1)=[CH:41][CH:40]=[CH:39][CH:38]=2.C([O-])(C)(C)C.[Na+].C1(P(C2CCCCC2)C2C=CC=CC=2C2C=CC=CC=2N(C)C)CCCCC1. (2) Given the product [F:27][C:11]1[CH:12]=[C:13]([NH:16][C:17](=[O:18])[O:19][CH2:20][C:21]2[CH:26]=[CH:25][CH:24]=[CH:23][CH:22]=2)[CH:14]=[CH:15][C:10]=1[C@H:9]1[C@H:3]2[C@@H:8]1[CH2:7][O:6][C:4]2=[O:5], predict the reactants needed to synthesize it. The reactants are: [N+](=[CH:3][C:4]([O:6][CH2:7]/[CH:8]=[CH:9]/[C:10]1[CH:15]=[CH:14][C:13]([NH:16][C:17]([O:19][CH2:20][C:21]2[CH:26]=[CH:25][CH:24]=[CH:23][CH:22]=2)=[O:18])=[CH:12][C:11]=1[F:27])=[O:5])=[N-]. (3) Given the product [CH2:2]([CH:3]([O:6][C:8]1[C:17]2[C:12](=[CH:13][CH:14]=[C:15]([I:18])[CH:16]=2)[N:11]=[CH:10][C:9]=1[C:19]#[N:20])[CH2:4][CH3:5])[CH3:1], predict the reactants needed to synthesize it. The reactants are: [CH3:1][CH2:2][CH:3]([OH:6])[CH2:4][CH3:5].Cl[C:8]1[C:17]2[C:12](=[CH:13][CH:14]=[C:15]([I:18])[CH:16]=2)[N:11]=[CH:10][C:9]=1[C:19]#[N:20].[H-].[K+]. (4) Given the product [CH3:1][O:2][C:3](=[O:15])[CH2:4][N:5]1[C:6](=[O:7])[C:8]2[CH:13]=[CH:12][N:11]=[CH:10][C:9]=2[NH:14][C:16]1=[O:17], predict the reactants needed to synthesize it. The reactants are: [CH3:1][O:2][C:3](=[O:15])[CH2:4][NH:5][C:6]([C:8]1[CH:13]=[CH:12][N:11]=[CH:10][C:9]=1[NH2:14])=[O:7].[C:16](N1C=CN=C1)(N1C=CN=C1)=[O:17].N12CCCN=C1CCCCC2. (5) Given the product [F:24][C:23]([F:25])([F:26])[C@@H:8]([NH2:7])[CH2:9][CH2:10][NH:12][C@H:13]([C:15]1[CH:20]=[CH:19][C:18]([O:21][CH3:22])=[CH:17][CH:16]=1)[CH3:14], predict the reactants needed to synthesize it. The reactants are: [H-].[H-].[H-].[H-].[Li+].[Al+3].[NH2:7][C@H:8]([C:23]([F:26])([F:25])[F:24])[CH2:9][C:10]([NH:12][C@H:13]([C:15]1[CH:20]=[CH:19][C:18]([O:21][CH3:22])=[CH:17][CH:16]=1)[CH3:14])=O.O.[OH-].[Na+].